Dataset: Full USPTO retrosynthesis dataset with 1.9M reactions from patents (1976-2016). Task: Predict the reactants needed to synthesize the given product. (1) The reactants are: [CH3:1][N:2]1[CH2:18][CH2:17][C:5]2[N:6]([CH2:14][CH2:15][NH2:16])[C:7]3[CH:8]=[CH:9][C:10]([CH3:13])=[CH:11][C:12]=3[C:4]=2[CH2:3]1.[C:19](O)(=[O:23])[CH:20]([CH3:22])[CH3:21].C1(N=C=NC2CCCCC2)CCCCC1. Given the product [CH3:1][N:2]1[CH2:18][CH2:17][C:5]2[N:6]([CH2:14][CH2:15][NH:16][C:19](=[O:23])[CH:20]([CH3:22])[CH3:21])[C:7]3[CH:8]=[CH:9][C:10]([CH3:13])=[CH:11][C:12]=3[C:4]=2[CH2:3]1, predict the reactants needed to synthesize it. (2) Given the product [C:20]([C:18]1[N:17]([CH2:24][CH:25]2[CH2:30][CH2:29][CH2:28][CH2:27][CH2:26]2)[C:16]2[CH:31]=[CH:32][C:13]([N:11]([CH3:12])[S:8]([C:5]3[CH:6]=[CH:7][C:2]([NH:1][C:35](=[O:36])[C:34]([CH3:39])([CH3:38])[CH3:33])=[CH:3][CH:4]=3)(=[O:10])=[O:9])=[CH:14][C:15]=2[N:19]=1)([CH3:23])([CH3:22])[CH3:21], predict the reactants needed to synthesize it. The reactants are: [NH2:1][C:2]1[CH:7]=[CH:6][C:5]([S:8]([N:11]([C:13]2[CH:32]=[CH:31][C:16]3[N:17]([CH2:24][CH:25]4[CH2:30][CH2:29][CH2:28][CH2:27][CH2:26]4)[C:18]([C:20]([CH3:23])([CH3:22])[CH3:21])=[N:19][C:15]=3[CH:14]=2)[CH3:12])(=[O:10])=[O:9])=[CH:4][CH:3]=1.[CH3:33][C:34]([CH3:39])([CH3:38])[C:35](Cl)=[O:36]. (3) The reactants are: [C:1]([C:5]1[CH:14]=[C:13]2[C:8]([CH:9]([OH:15])[CH2:10][CH2:11][O:12]2)=[CH:7][CH:6]=1)([CH3:4])([CH3:3])[CH3:2].C1C=C[NH+]=CC=1.[O-][Cr](Cl)(=O)=O. Given the product [C:1]([C:5]1[CH:14]=[C:13]2[C:8]([C:9](=[O:15])[CH2:10][CH2:11][O:12]2)=[CH:7][CH:6]=1)([CH3:4])([CH3:2])[CH3:3], predict the reactants needed to synthesize it. (4) Given the product [OH:37][C@@H:32]1[CH2:33][CH2:34][CH2:35][CH2:36][C@H:31]1[NH:30][C:3]([C:4]1[CH:9]=[C:8]([C:23]2[CH:24]=[CH:25][C:20]([Cl:19])=[CH:21][CH:22]=2)[C:7]([N:13]2[CH2:18][CH2:17][CH2:16][CH2:15][CH2:14]2)=[N:6][CH:5]=1)=[O:12], predict the reactants needed to synthesize it. The reactants are: CO[C:3](=[O:12])[C:4]1[CH:9]=[C:8](Br)[C:7](Cl)=[N:6][CH:5]=1.[NH:13]1[CH2:18][CH2:17][CH2:16][CH2:15][CH2:14]1.[Cl:19][C:20]1[CH:25]=[CH:24][C:23](B(O)O)=[CH:22][CH:21]=1.Cl.[NH2:30][C@@H:31]1[CH2:36][CH2:35][CH2:34][CH2:33][C@H:32]1[OH:37]. (5) Given the product [CH2:25]([NH:27][C:28]([C:2]1[C:7]2[CH:8]=[C:9]([C:12]([F:15])([F:14])[F:13])[CH:10]=[CH:11][C:6]=2[O:5][C:4]([CH2:18][F:19])([CH2:16][F:17])[CH:3]=1)=[S:29])[CH3:26], predict the reactants needed to synthesize it. The reactants are: Br[C:2]1[C:7]2[CH:8]=[C:9]([C:12]([F:15])([F:14])[F:13])[CH:10]=[CH:11][C:6]=2[O:5][C:4]([CH2:18][F:19])([CH2:16][F:17])[CH:3]=1.C([Li])CCC.[CH2:25]([N:27]=[C:28]=[S:29])[CH3:26]. (6) Given the product [Br:1][C:2]1[C:3]([NH:10][CH2:11][CH3:12])=[C:4]([NH:9][C:28](=[O:29])[CH2:27][C:25]#[N:26])[C:5]([Cl:8])=[N:6][CH:7]=1, predict the reactants needed to synthesize it. The reactants are: [Br:1][C:2]1[C:3]([NH:10][CH2:11][CH3:12])=[C:4]([NH2:9])[C:5]([Cl:8])=[N:6][CH:7]=1.Cl.CN(C)CCCN=C=NCC.[C:25]([CH2:27][C:28](O)=[O:29])#[N:26].CN1CCOCC1. (7) The reactants are: Br[C:2]1[CH:3]=[C:4]([C@H:16]([CH2:22][CH2:23][CH3:24])[CH2:17][C:18]([O:20][CH3:21])=[O:19])[CH:5]=[CH:6][C:7]=1[O:8][CH2:9][C:10]1[CH:15]=[CH:14][CH:13]=[CH:12][CH:11]=1.[C:25](=O)([O-])[O-].[K+].[K+].CB1OB(C)OB(C)O1. Given the product [CH3:25][C:2]1[CH:3]=[C:4]([C@H:16]([CH2:22][CH2:23][CH3:24])[CH2:17][C:18]([O:20][CH3:21])=[O:19])[CH:5]=[CH:6][C:7]=1[O:8][CH2:9][C:10]1[CH:15]=[CH:14][CH:13]=[CH:12][CH:11]=1, predict the reactants needed to synthesize it. (8) Given the product [Br:1][C:2]1[CH:7]=[CH:6][C:5]([O:8][CH2:12][CH2:13][N:14]([CH2:17][CH3:18])[CH2:15][CH3:16])=[C:4]([F:9])[CH:3]=1, predict the reactants needed to synthesize it. The reactants are: [Br:1][C:2]1[CH:7]=[CH:6][C:5]([OH:8])=[C:4]([F:9])[CH:3]=1.Cl.Cl[CH2:12][CH2:13][N:14]([CH2:17][CH3:18])[CH2:15][CH3:16].C([O-])([O-])=O.[Cs+].[Cs+].O.